From a dataset of Full USPTO retrosynthesis dataset with 1.9M reactions from patents (1976-2016). Predict the reactants needed to synthesize the given product. (1) Given the product [Br:1][C:2]1[C:3]([CH:4]=[O:5])=[CH:6][CH:7]=[CH:8][C:9]=1[O:10][CH2:20][CH2:19][C:18]([OH:21])=[O:17], predict the reactants needed to synthesize it. The reactants are: [Br:1][C:2]1[C:9]([OH:10])=[CH:8][CH:7]=[CH:6][C:3]=1[CH:4]=[O:5].CC(C)([O-])C.[K+].[O:17]1[CH2:20][CH2:19][C:18]1=[O:21]. (2) Given the product [Cl:12][C:13]1[C:18]([N+:19]([O-:21])=[O:20])=[C:17]([NH:22][CH2:23][C:24]2[O:10][N:9]=[C:8]([C:5]3[CH:6]=[CH:7][C:2]([F:1])=[CH:3][CH:4]=3)[CH:25]=2)[C:16]([CH3:26])=[C:15]([CH3:27])[N:14]=1, predict the reactants needed to synthesize it. The reactants are: [F:1][C:2]1[CH:7]=[CH:6][C:5]([C:8](Cl)=[N:9][OH:10])=[CH:4][CH:3]=1.[Cl:12][C:13]1[C:18]([N+:19]([O-:21])=[O:20])=[C:17]([NH:22][CH2:23][C:24]#[CH:25])[C:16]([CH3:26])=[C:15]([CH3:27])[N:14]=1.C(N(CC)CC)C. (3) Given the product [C:11]1([C:7]2[O:6][C:5]([C:3]([OH:2])=[O:4])=[CH:9][CH:8]=2)[CH:16]=[CH:15][CH:14]=[CH:13][CH:12]=1, predict the reactants needed to synthesize it. The reactants are: C[O:2][C:3]([C:5]1[O:6][C:7](Br)=[CH:8][CH:9]=1)=[O:4].[C:11]1(B(O)O)[CH:16]=[CH:15][CH:14]=[CH:13][CH:12]=1. (4) Given the product [NH2:1][C:4]1[CH:5]=[CH:6][C:7]([N:10]2[CH2:14][CH2:13][CH2:12][C:11]2=[O:15])=[N:8][CH:9]=1, predict the reactants needed to synthesize it. The reactants are: [N+:1]([C:4]1[CH:5]=[CH:6][C:7]([N:10]2[CH2:14][CH2:13][CH2:12][C:11]2=[O:15])=[N:8][CH:9]=1)([O-])=O. (5) Given the product [Cl:35][C:13]1[CH:14]=[C:15]2[C:10](=[CH:11][CH:12]=1)[CH:9]=[C:8]([CH2:7][C:6]([OH:36])=[O:5])[C:17]([CH3:18])=[C:16]2[C:19]1[CH:20]=[CH:21][C:22]([S:25]([C:28]2[CH:33]=[CH:32][CH:31]=[C:30]([Cl:34])[CH:29]=2)(=[O:27])=[O:26])=[CH:23][CH:24]=1, predict the reactants needed to synthesize it. The reactants are: O.[OH-].[Li+].C[O:5][C:6](=[O:36])[CH2:7][C:8]1[C:17]([CH3:18])=[C:16]([C:19]2[CH:24]=[CH:23][C:22]([S:25]([C:28]3[CH:33]=[CH:32][CH:31]=[C:30]([Cl:34])[CH:29]=3)(=[O:27])=[O:26])=[CH:21][CH:20]=2)[C:15]2[C:10](=[CH:11][CH:12]=[C:13]([Cl:35])[CH:14]=2)[CH:9]=1. (6) Given the product [CH2:38]([CH:37]1[C:31]2[CH:30]=[CH:29][C:28]([O:27][CH3:26])=[CH:42][C:32]=2[CH2:33][CH2:34][CH2:35][C:36]1=[O:41])[C:39]1[CH:3]=[CH:2][CH:1]=[CH:8][CH:40]=1.[CH2:1]([C:8]12[CH2:24][CH2:23][C:22](=[O:25])[CH:21]=[C:9]1[CH2:10][CH2:11][CH2:12][C:13]1[CH:18]=[C:17]([O:19][CH3:20])[CH:16]=[CH:15][C:14]=12)[C:2]1[CH:3]=[CH:4][CH:5]=[CH:6][CH:7]=1, predict the reactants needed to synthesize it. The reactants are: [CH2:1]([C:8]12[CH2:24][CH2:23][C:22](=[O:25])[CH:21]=[C:9]1[CH2:10][CH2:11][CH2:12][C:13]1[CH:18]=[C:17]([O:19][CH3:20])[CH:16]=[CH:15][C:14]=12)[C:2]1[CH:7]=[CH:6][CH:5]=[CH:4][CH:3]=1.[CH3:26][O:27][C:28]1[CH:29]=[CH:30][C:31]2[CH:37]([CH2:38][CH2:39][CH3:40])[C:36](=[O:41])[CH2:35][CH2:34][CH2:33][C:32]=2[CH:42]=1. (7) Given the product [CH2:14]([CH:10]1[CH2:11][O:18][C:8](=[O:7])[CH2:9]1)[CH:15]([CH3:16])[CH3:17], predict the reactants needed to synthesize it. The reactants are: [H-].[Na+].C([O:7][C:8](=[O:18])[CH2:9][CH:10]([CH2:14][CH:15]([CH3:17])[CH3:16])[C:11](O)=O)(C)(C)C.O. (8) The reactants are: [OH:1][N:2]=[CH:3][C@H:4]([C:10]1[CH:15]=[CH:14][C:13]([O:16][CH2:17][C:18]2[CH:23]=[CH:22][CH:21]=[C:20]([C:24]3[CH:29]=[CH:28][C:27]([C:30]([F:33])([F:32])[F:31])=[CH:26][CH:25]=3)[CH:19]=2)=[CH:12][CH:11]=1)[CH2:5][C:6]([O:8][CH3:9])=[O:7].N1C=C[CH:37]=[CH:36][CH:35]=1.C1C(=O)N(Cl)C(=O)C1.CC#C. Given the product [F:33][C:30]([F:32])([F:31])[C:27]1[CH:26]=[CH:25][C:24]([C:20]2[CH:19]=[C:18]([CH:23]=[CH:22][CH:21]=2)[CH2:17][O:16][C:13]2[CH:12]=[CH:11][C:10]([C@@H:4]([C:3]3[CH:35]=[C:36]([CH3:37])[O:1][N:2]=3)[CH2:5][C:6]([O:8][CH3:9])=[O:7])=[CH:15][CH:14]=2)=[CH:29][CH:28]=1, predict the reactants needed to synthesize it. (9) Given the product [CH2:6]([N:13]1[CH2:14][CH:15]([C:21]2[CH:26]=[CH:25][C:24]([Cl:27])=[CH:23][C:22]=2[CH3:28])[CH:16]([NH2:18])[CH2:17]1)[C:7]1[CH:12]=[CH:11][CH:10]=[CH:9][CH:8]=1, predict the reactants needed to synthesize it. The reactants are: N1CCCC1.[CH2:6]([N:13]1[CH2:17][CH:16]([N+:18]([O-])=O)[CH:15]([C:21]2[CH:26]=[CH:25][C:24]([Cl:27])=[CH:23][C:22]=2[CH3:28])[CH2:14]1)[C:7]1[CH:12]=[CH:11][CH:10]=[CH:9][CH:8]=1.